Dataset: Full USPTO retrosynthesis dataset with 1.9M reactions from patents (1976-2016). Task: Predict the reactants needed to synthesize the given product. (1) Given the product [CH2:5]([C:12]1[CH:13]=[C:14]([CH:17]=[CH:18][CH:19]=1)[C:15]([OH:20])=[O:16])[C:6]1[CH:7]=[CH:8][CH:9]=[CH:10][CH:11]=1, predict the reactants needed to synthesize it. The reactants are: [O-]Cl=O.[Na+].[CH2:5]([C:12]1[CH:13]=[C:14]([CH:17]=[CH:18][CH:19]=1)[CH:15]=[O:16])[C:6]1[CH:11]=[CH:10][CH:9]=[CH:8][CH:7]=1.[OH:20]O. (2) Given the product [Cl:8][C:7]1[C:2]([O:16][C:13]2[CH:14]=[CH:15][C:10]([NH2:9])=[CH:11][CH:12]=2)=[N:3][CH:4]=[CH:5][N:6]=1, predict the reactants needed to synthesize it. The reactants are: Cl[C:2]1[C:7]([Cl:8])=[N:6][CH:5]=[CH:4][N:3]=1.[NH2:9][C:10]1[CH:15]=[CH:14][C:13]([OH:16])=[CH:12][CH:11]=1.C(=O)([O-])[O-].[Cs+].[Cs+].O. (3) Given the product [I:16][C:3]1[CH:2]=[CH:1][C:13]2[NH:12][C:11]3[C:6]([C:5]=2[CH:4]=1)=[CH:7][CH:8]=[CH:9][CH:10]=3, predict the reactants needed to synthesize it. The reactants are: [CH:1]1[C:13]2[NH:12][C:11]3[C:6](=[CH:7][CH:8]=[CH:9][CH:10]=3)[C:5]=2[CH:4]=[CH:3][CH:2]=1.[I-].[K+].[I:16]([O-])(=O)=O.[K+].S([O-])([O-])(=O)=S.[Na+].[Na+].II. (4) Given the product [O:3]=[S:1]1(=[O:4])[NH:2][CH:8]([CH2:9][CH2:10][C:11]([O:13][CH3:14])=[O:12])[CH2:7][CH2:6][O:5]1, predict the reactants needed to synthesize it. The reactants are: [S:1]([O:5][CH2:6][CH2:7][CH2:8][CH2:9][CH2:10][C:11]([O:13][CH3:14])=[O:12])(=[O:4])(=[O:3])[NH2:2]. (5) Given the product [Cl:1][C:2]1[CH:3]=[CH:4][C:5]2[O:15][C:13]3[C:8](=[N:9][CH:10]=[CH:11][CH:12]=3)[C:6]=2[CH:7]=1, predict the reactants needed to synthesize it. The reactants are: [Cl:1][C:2]1[CH:3]=[CH:4][C:5]([O:15]C)=[C:6]([C:8]2[C:13](N)=[CH:12][CH:11]=[CH:10][N:9]=2)[CH:7]=1.F[B-](F)(F)F.[H+].N([O-])=O.[Na+].C(=O)(O)[O-].[Na+]. (6) Given the product [Cl:16][C:3]1[CH:4]=[N:5][C:6]2[C:11]([C:2]=1[OH:1])=[CH:10][C:9]([C:12]([O:14][CH3:15])=[O:13])=[CH:8][CH:7]=2, predict the reactants needed to synthesize it. The reactants are: [OH:1][C:2]1[C:11]2[C:6](=[CH:7][CH:8]=[C:9]([C:12]([O:14][CH3:15])=[O:13])[CH:10]=2)[N:5]=[CH:4][CH:3]=1.[Cl:16]N1C(=O)CCC1=O.C(O)(=O)C. (7) The reactants are: [CH:1]([O:4][C:5]([N:7]1[CH2:12][CH2:11][CH:10]([O:13][C:14]2[C:19]([C:20]#[N:21])=[C:18]([NH:22][C:23]3[CH:28]=[CH:27][C:26](I)=[CH:25][C:24]=3[F:30])[N:17]=[CH:16][N:15]=2)[CH2:9][CH2:8]1)=[O:6])([CH3:3])[CH3:2].[CH2:31]([NH2:34])[CH2:32][CH3:33].N1CCC[C@H]1C(O)=O.C(=O)([O-])[O-].[K+].[K+]. Given the product [CH:1]([O:4][C:5]([N:7]1[CH2:12][CH2:11][CH:10]([O:13][C:14]2[C:19]([C:20]#[N:21])=[C:18]([NH:22][C:23]3[CH:28]=[CH:27][C:26]([NH:34][CH2:31][CH2:32][CH3:33])=[CH:25][C:24]=3[F:30])[N:17]=[CH:16][N:15]=2)[CH2:9][CH2:8]1)=[O:6])([CH3:3])[CH3:2], predict the reactants needed to synthesize it. (8) Given the product [F:25][C:19]1[CH:20]=[C:21]([NH:24][C:41]([CH:38]2[CH2:39][CH2:40][N:36]([C:33]3[CH:34]=[CH:35][C:30]([F:29])=[CH:31][CH:32]=3)[C:37]2=[O:44])=[O:42])[CH:22]=[CH:23][C:18]=1[O:17][C:16]1[CH:15]=[CH:14][N:13]=[C:12]2[NH:8][N:9]=[C:10]([CH3:26])[C:11]=12, predict the reactants needed to synthesize it. The reactants are: COC1C=CC(C[N:8]2[C:12]3=[N:13][CH:14]=[CH:15][C:16]([O:17][C:18]4[CH:23]=[CH:22][C:21]([NH2:24])=[CH:20][C:19]=4[F:25])=[C:11]3[C:10]([CH3:26])=[N:9]2)=CC=1.[F:29][C:30]1[CH:35]=[CH:34][C:33]([N:36]2[CH2:40][CH2:39][CH:38]([C:41](O)=[O:42])[C:37]2=[O:44])=[CH:32][CH:31]=1. (9) Given the product [CH3:11][O:10][C:7]1[CH:8]=[CH:9][C:4]([C:3]([OH:18])=[O:2])=[C:5]([O:12][CH2:13][CH2:14][CH2:15][CH2:16][CH3:17])[CH:6]=1, predict the reactants needed to synthesize it. The reactants are: C[O:2][C:3](=[O:18])[C:4]1[CH:9]=[CH:8][C:7]([O:10][CH3:11])=[CH:6][C:5]=1[O:12][CH2:13][CH2:14][CH2:15][CH2:16][CH3:17].O.[OH-].[Li+]. (10) Given the product [N:27]1([C:15](=[O:17])/[CH:14]=[CH:13]/[C:8]2[CH:7]=[C:6]3[C:11](=[N:10][CH:9]=2)[NH:12][C:3](=[O:2])[CH2:4][CH2:5]3)[CH2:26][CH2:21][CH2:28]1, predict the reactants needed to synthesize it. The reactants are: Cl.[O:2]=[C:3]1[NH:12][C:11]2[N:10]=[CH:9][C:8](/[CH:13]=[CH:14]/[C:15]([OH:17])=O)=[CH:7][C:6]=2[CH2:5][CH2:4]1.BrC1C=[C:21]2[C:26](=[N:27][CH:28]=1)NC(=O)CC2.C1C=CC2N(O)N=NC=2C=1.CCN(C(C)C)C(C)C.N1CCC1.CCN=C=NCCCN(C)C.